Task: Predict the reactants needed to synthesize the given product.. Dataset: Full USPTO retrosynthesis dataset with 1.9M reactions from patents (1976-2016) Given the product [CH3:6][O:7][C:8]([C:10]1([CH2:17][I:16])[CH2:15][CH2:14][CH2:13][CH2:12][CH2:11]1)=[O:9], predict the reactants needed to synthesize it. The reactants are: [Li]CCCC.[CH3:6][O:7][C:8]([CH:10]1[CH2:15][CH2:14][CH2:13][CH2:12][CH2:11]1)=[O:9].[I:16][CH2:17]I.